From a dataset of Reaction yield outcomes from USPTO patents with 853,638 reactions. Predict the reaction yield, written as a fraction of the theoretical maximum amount of product (1.0 means a 100% yield; for example, 0.34 means a 34% yield). (1) The reactants are C([O:3][C:4](=O)[CH2:5][N:6]1[CH2:11][CH2:10][CH2:9][CH2:8][CH:7]1[CH3:12])C.[H-].[Al+3].[Li+].[H-].[H-].[H-]. The catalyst is C1COCC1. The product is [CH3:12][CH:7]1[CH2:8][CH2:9][CH2:10][CH2:11][N:6]1[CH2:5][CH2:4][OH:3]. The yield is 0.900. (2) The reactants are [Si]([O:8][CH:9]1[CH2:14][CH:13]2[CH:11]([CH:12]2[CH2:15][O:16][C:17]2[CH:18]=[CH:19][C:20]([C:25]([N:27]3[CH2:32][CH2:31][C@:30]4([C:36]5[CH:41]=[CH:40][CH:39]=[C:38]([F:42])[CH:37]=5)[O:33][CH2:34][O:35][C@@H:29]4[CH2:28]3)=[O:26])=[N:21][C:22]=2[O:23][CH3:24])[CH2:10]1)(C(C)(C)C)(C)C.[F-].C([N+](CCCC)(CCCC)CCCC)CCC.CCOC(C)=O.O. The yield is 0.560. The product is [F:42][C:38]1[CH:37]=[C:36]([C@@:30]23[O:33][CH2:34][O:35][C@@H:29]2[CH2:28][N:27]([C:25]([C:20]2[CH:19]=[CH:18][C:17]([O:16][CH2:15][CH:12]4[CH:13]5[CH:11]4[CH2:10][CH:9]([OH:8])[CH2:14]5)=[C:22]([O:23][CH3:24])[N:21]=2)=[O:26])[CH2:32][CH2:31]3)[CH:41]=[CH:40][CH:39]=1. The catalyst is C1COCC1.